Dataset: Catalyst prediction with 721,799 reactions and 888 catalyst types from USPTO. Task: Predict which catalyst facilitates the given reaction. (1) Reactant: [CH3:1][O:2][C:3]1[CH:4]=[C:5]([NH:16][C:17]2[N:22]=[C:21]([C:23](=[O:25])[CH3:24])[CH:20]=[C:19]([CH2:26][O:27][CH2:28][C:29]([F:32])([F:31])[F:30])[N:18]=2)[CH:6]=[CH:7][C:8]=1[N:9]1[CH:13]=[C:12]([O:14][CH3:15])[N:11]=[CH:10]1.O1CCOC[CH2:34]1.C[Mg]Br.[Cl-].[NH4+]. Product: [CH3:1][O:2][C:3]1[CH:4]=[C:5]([NH:16][C:17]2[N:22]=[C:21]([C:23]([OH:25])([CH3:34])[CH3:24])[CH:20]=[C:19]([CH2:26][O:27][CH2:28][C:29]([F:30])([F:31])[F:32])[N:18]=2)[CH:6]=[CH:7][C:8]=1[N:9]1[CH:13]=[C:12]([O:14][CH3:15])[N:11]=[CH:10]1. The catalyst class is: 1. (2) Reactant: [Br:1][CH2:2][O:3][CH3:4].[CH2:5]([P:9]([CH2:14][CH2:15][CH2:16][CH3:17])[CH2:10][CH2:11][CH2:12][CH3:13])[CH2:6][CH2:7][CH3:8]. Product: [Br-:1].[CH2:14]([P+:9]([CH2:5][CH2:6][CH2:7][CH3:8])([CH2:10][CH2:11][CH2:12][CH3:13])[CH2:2][O:3][CH3:4])[CH2:15][CH2:16][CH3:17]. The catalyst class is: 81. (3) Reactant: [CH3:1][NH:2][C:3]1[CH:8]=[CH:7][CH:6]=[CH:5][CH:4]=1.[Cl:9][C:10]1[CH:18]=[CH:17][C:13]([C:14](O)=[O:15])=[CH:12][C:11]=1[N:19]1[C:28](=[O:29])[C:27]2[C:22](=[CH:23][CH:24]=[CH:25][CH:26]=2)[NH:21][C:20]1=[O:30].Cl.C(N=C=NCCCN(C)C)C.CN1C=CN=C1. Product: [Cl:9][C:10]1[CH:18]=[CH:17][C:13]([C:14]([N:2]([CH3:1])[C:3]2[CH:8]=[CH:7][CH:6]=[CH:5][CH:4]=2)=[O:15])=[CH:12][C:11]=1[N:19]1[C:28](=[O:29])[C:27]2[C:22](=[CH:23][CH:24]=[CH:25][CH:26]=2)[NH:21][C:20]1=[O:30]. The catalyst class is: 204. (4) Reactant: [F:1][C:2]1[CH:3]=[CH:4][C:5]2[N:9]=[CH:8][N:7]([CH2:10][C:11]([OH:13])=O)[C:6]=2[C:14]=1[F:15].CCN(C(C)C)C(C)C.C(Cl)(=O)C(C)(C)C.[NH2:32][CH2:33][C:34]1[CH:39]=[CH:38][C:37]([C:40]([CH3:44])([CH3:43])[C:41]#[N:42])=[CH:36][C:35]=1[CH3:45]. Product: [C:41]([C:40]([C:37]1[CH:38]=[CH:39][C:34]([CH2:33][NH:32][C:11](=[O:13])[CH2:10][N:7]2[C:6]3[C:14]([F:15])=[C:2]([F:1])[CH:3]=[CH:4][C:5]=3[N:9]=[CH:8]2)=[C:35]([CH3:45])[CH:36]=1)([CH3:44])[CH3:43])#[N:42]. The catalyst class is: 2. (5) Reactant: [CH3:1][O:2][C:3](=[O:21])[C@H:4]([CH2:13][C:14]1[CH:19]=[CH:18][C:17]([NH2:20])=[CH:16][CH:15]=1)[NH:5][C:6]([O:8][C:9]([CH3:12])([CH3:11])[CH3:10])=[O:7].C(N(C(C)C)CC)(C)C.[Cl:31][C:32]1[CH:40]=[CH:39][CH:38]=[C:37]([Cl:41])[C:33]=1[C:34](Cl)=[O:35]. Product: [CH3:1][O:2][C:3](=[O:21])[C@H:4]([CH2:13][C:14]1[CH:19]=[CH:18][C:17]([NH:20][C:34]([C:33]2[C:32]([Cl:31])=[CH:40][CH:39]=[CH:38][C:37]=2[Cl:41])=[O:35])=[CH:16][CH:15]=1)[NH:5][C:6]([O:8][C:9]([CH3:12])([CH3:10])[CH3:11])=[O:7]. The catalyst class is: 46. (6) Reactant: [H-].[Na+].Cl.[NH2:4][C:5]1[N:10]2[C:11]([C:15]([O:17]CC)=O)=[C:12]([CH3:14])[N:13]=[C:9]2[CH:8]=[CH:7][CH:6]=1.O. Product: [CH3:14][C:12]1[N:13]=[C:9]2[CH:8]=[CH:7][CH:6]=[C:5]3[N:10]2[C:11]=1[C:15](=[O:17])[NH:4]3. The catalyst class is: 3. (7) Reactant: [NH2:1][C:2]1[CH2:3][C:4]([C:29](=[O:37])[N:30]([CH2:34][CH2:35][CH3:36])[CH2:31][CH2:32][CH3:33])=[CH:5][C:6]2[CH:12]=[CH:11][C:10]([C:13]3[CH:28]=[CH:27][C:16]([C:17]([O:19]CC4C=CC=CC=4)=[O:18])=[CH:15][CH:14]=3)=[CH:9][C:7]=2[N:8]=1.[H][H]. Product: [NH2:1][C:2]1[CH2:3][C:4]([C:29](=[O:37])[N:30]([CH2:34][CH2:35][CH3:36])[CH2:31][CH2:32][CH3:33])=[CH:5][C:6]2[CH:12]=[CH:11][C:10]([C:13]3[CH:28]=[CH:27][C:16]([C:17]([OH:19])=[O:18])=[CH:15][CH:14]=3)=[CH:9][C:7]=2[N:8]=1. The catalyst class is: 19. (8) Reactant: [Cl:1][C:2]1[CH:3]=[C:4]([CH:8]=[CH:9][C:10]([OH:12])=O)[CH:5]=[CH:6][CH:7]=1.[CH3:13][C:14]1[N:18]([CH3:19])[C:17]([C:20]2[CH:21]=[C:22]([CH:24]=[CH:25][CH:26]=2)[NH2:23])=[CH:16][N:15]=1. Product: [Cl:1][C:2]1[CH:3]=[C:4](/[CH:8]=[CH:9]/[C:10]([NH:23][C:22]2[CH:24]=[CH:25][CH:26]=[C:20]([C:17]3[N:18]([CH3:19])[C:14]([CH3:13])=[N:15][CH:16]=3)[CH:21]=2)=[O:12])[CH:5]=[CH:6][CH:7]=1. The catalyst class is: 675.